Predict the reaction yield, written as a fraction of the theoretical maximum amount of product (1.0 means a 100% yield; for example, 0.34 means a 34% yield). From a dataset of Reaction yield outcomes from USPTO patents with 853,638 reactions. (1) The reactants are Br[C:2]1[N:7]=[C:6]2[C:8]([C:30]([NH:32][C:33]([CH3:36])([CH3:35])[CH3:34])=[O:31])=[CH:9][N:10]([C:11]([C:24]3[CH:29]=[CH:28][CH:27]=[CH:26][CH:25]=3)([C:18]3[CH:23]=[CH:22][CH:21]=[CH:20][CH:19]=3)[C:12]3[CH:17]=[CH:16][CH:15]=[CH:14][CH:13]=3)[C:5]2=[N:4][CH:3]=1.[F:37][C:38]1[CH:46]=[C:45]2[C:41]([C:42]([Sn](CCCC)(CCCC)CCCC)=[N:43][NH:44]2)=[CH:40][CH:39]=1. The catalyst is CN(C=O)C.C1C=CC([P]([Pd]([P](C2C=CC=CC=2)(C2C=CC=CC=2)C2C=CC=CC=2)([P](C2C=CC=CC=2)(C2C=CC=CC=2)C2C=CC=CC=2)[P](C2C=CC=CC=2)(C2C=CC=CC=2)C2C=CC=CC=2)(C2C=CC=CC=2)C2C=CC=CC=2)=CC=1.[Cu]I. The product is [C:33]([NH:32][C:30]([C:8]1[C:6]2=[N:7][C:2]([C:42]3[C:41]4[C:45](=[CH:46][C:38]([F:37])=[CH:39][CH:40]=4)[NH:44][N:43]=3)=[CH:3][N:4]=[C:5]2[N:10]([C:11]([C:18]2[CH:23]=[CH:22][CH:21]=[CH:20][CH:19]=2)([C:24]2[CH:29]=[CH:28][CH:27]=[CH:26][CH:25]=2)[C:12]2[CH:13]=[CH:14][CH:15]=[CH:16][CH:17]=2)[CH:9]=1)=[O:31])([CH3:35])([CH3:34])[CH3:36]. The yield is 0.270. (2) The reactants are [F:1][CH:2]([F:21])[O:3][C:4]1[CH:5]=[C:6]2[C:11](=[CH:12][CH:13]=1)[CH2:10][N:9](C(OC(C)(C)C)=O)[CH2:8][CH2:7]2.[ClH:22].O1CCOCC1. The catalyst is C(OCC)(=O)C. The product is [ClH:22].[F:21][CH:2]([F:1])[O:3][C:4]1[CH:5]=[C:6]2[C:11](=[CH:12][CH:13]=1)[CH2:10][NH:9][CH2:8][CH2:7]2. The yield is 0.800. (3) The reactants are [N+:1]([C:4]1[CH:9]=[CH:8][CH:7]=[C:6]([N+:10]([O-])=O)[C:5]=1[C:13]1[C:18]([N+:19]([O-])=O)=[CH:17][CH:16]=[CH:15][C:14]=1[N+:22]([O-])=O)([O-])=O. The catalyst is [Pd].CO. The product is [NH2:1][C:4]1[CH:9]=[CH:8][CH:7]=[C:6]([NH2:10])[C:5]=1[C:13]1[C:18]([NH2:19])=[CH:17][CH:16]=[CH:15][C:14]=1[NH2:22]. The yield is 0.880. (4) The reactants are [NH2:1][C@@H:2]1[C:11]2[C:6](=[CH:7][CH:8]=[CH:9][CH:10]=2)[C@H:5]([OH:12])[CH2:4][CH2:3]1.[H-].[Na+].F[C:16]1[CH:17]=[CH:18][C:19]2[N:20]([C:22]([C@@H:25]3[CH2:29][C@@H:28]([F:30])[CH2:27][N:26]3[CH3:31])=[N:23][N:24]=2)[CH:21]=1.N. The catalyst is CN(C=O)C.O.CO.C(Cl)Cl. The product is [F:30][C@H:28]1[CH2:27][N:26]([CH3:31])[C@H:25]([C:22]2[N:20]3[CH:21]=[C:16]([O:12][C@H:5]4[C:6]5[C:11](=[CH:10][CH:9]=[CH:8][CH:7]=5)[C@@H:2]([NH2:1])[CH2:3][CH2:4]4)[CH:17]=[CH:18][C:19]3=[N:24][N:23]=2)[CH2:29]1. The yield is 0.510. (5) The reactants are [O:1]=[O+][O-].[CH3:4][C:5]1([CH3:21])[CH2:10][C:9]([C:14]2[CH:19]=[CH:18][C:17]([CH3:20])=[CH:16][CH:15]=2)([CH2:11][CH:12]=C)[CH2:8][CH2:7][O:6]1.C1(P(C2C=CC=CC=2)C2C=CC=CC=2)C=CC=CC=1. The catalyst is C(Cl)Cl. The product is [CH3:4][C:5]1([CH3:21])[CH2:10][C:9]([CH2:11][CH:12]=[O:1])([C:14]2[CH:19]=[CH:18][C:17]([CH3:20])=[CH:16][CH:15]=2)[CH2:8][CH2:7][O:6]1. The yield is 0.520. (6) The yield is 0.850. The product is [N:1]1([C:19]([O:21][CH2:22][C:23]2[CH:28]=[CH:27][CH:26]=[CH:25][CH:24]=2)=[O:20])[CH:10]2[CH:5]([CH2:6][CH2:7][CH2:8][CH2:9]2)[NH:4][CH2:3][CH2:2]1. The reactants are [NH:1]1[C@@H:10]2[C@@H:5]([CH2:6][CH2:7][CH2:8][CH2:9]2)[NH:4][CH2:3][CH2:2]1.C(N(CC)CC)C.Cl[C:19]([O:21][CH2:22][C:23]1[CH:28]=[CH:27][CH:26]=[CH:25][CH:24]=1)=[O:20]. The catalyst is ClCCl. (7) The reactants are [Cl:1][C:2]1[N:3]=[C:4](Cl)[C:5]2[N:10]=[CH:9][S:8][C:6]=2[N:7]=1.[CH3:12][O:13][C:14]1[CH:15]=[CH:16][C:17]([NH2:22])=[N:18][C:19]=1[O:20][CH3:21].CCN(C(C)C)C(C)C.O. The catalyst is CS(C)=O. The yield is 0.730. The product is [Cl:1][C:2]1[N:3]=[C:4]([NH:22][C:17]2[CH:16]=[CH:15][C:14]([O:13][CH3:12])=[C:19]([O:20][CH3:21])[N:18]=2)[C:5]2[N:10]=[CH:9][S:8][C:6]=2[N:7]=1. (8) The reactants are [CH:1]1([CH2:4][CH2:5][OH:6])[CH2:3][CH2:2]1.N1C=CC=CC=1.[C:13]1([CH3:23])[CH:18]=[CH:17][C:16]([S:19](Cl)(=[O:21])=[O:20])=[CH:15][CH:14]=1. The catalyst is ClCCl. The product is [CH3:23][C:13]1[CH:18]=[CH:17][C:16]([S:19]([O:6][CH2:5][CH2:4][CH:1]2[CH2:3][CH2:2]2)(=[O:21])=[O:20])=[CH:15][CH:14]=1. The yield is 0.960.